Dataset: Catalyst prediction with 721,799 reactions and 888 catalyst types from USPTO. Task: Predict which catalyst facilitates the given reaction. (1) Reactant: Cl[C:2]1[N:7]=[C:6]([N:8]2[C@@H:12]([CH:13]([CH3:15])[CH3:14])[CH2:11][O:10][C:9]2=[O:16])[CH:5]=[CH:4][N:3]=1.Cl.[NH2:18][C@H:19]([C:21]1[CH:26]=[CH:25][C:24]([OH:27])=[CH:23][CH:22]=1)[CH3:20]. Product: [OH:27][C:24]1[CH:25]=[CH:26][C:21]([C@@H:19]([NH:18][C:2]2[N:7]=[C:6]([N:8]3[C@@H:12]([CH:13]([CH3:15])[CH3:14])[CH2:11][O:10][C:9]3=[O:16])[CH:5]=[CH:4][N:3]=2)[CH3:20])=[CH:22][CH:23]=1. The catalyst class is: 197. (2) Reactant: CS(O[CH2:6][C:7]1[CH:12]=[CH:11][C:10]([CH:13]2[CH2:18][CH2:17][N:16]([C:19]([O:21][C:22]([CH3:25])([CH3:24])[CH3:23])=[O:20])[CH2:15][CH2:14]2)=[CH:9][N:8]=1)(=O)=O.[CH3:26][S:27]([C:30]1[CH:31]=[C:32]2[C:36](=[C:37]([N+:39]([O-:41])=[O:40])[CH:38]=1)[NH:35][CH:34]=[CH:33]2)(=[O:29])=[O:28].[OH-].[K+].C1OCCOCCOCCOCCOCCOC1. Product: [CH3:26][S:27]([C:30]1[CH:31]=[C:32]2[C:36](=[C:37]([N+:39]([O-:41])=[O:40])[CH:38]=1)[N:35]([CH2:6][C:7]1[CH:12]=[CH:11][C:10]([CH:13]3[CH2:14][CH2:15][N:16]([C:19]([O:21][C:22]([CH3:23])([CH3:24])[CH3:25])=[O:20])[CH2:17][CH2:18]3)=[CH:9][N:8]=1)[CH:34]=[CH:33]2)(=[O:28])=[O:29]. The catalyst class is: 93. (3) The catalyst class is: 8. Reactant: [C:1]1([CH2:7][S:8]([C:11]2[CH:12]=[C:13]3[C:17](=[CH:18][CH:19]=2)[NH:16][C:15](=[O:20])[CH2:14]3)(=[O:10])=[O:9])[CH:6]=[CH:5][CH:4]=[CH:3][CH:2]=1.[CH3:21][N:22]([CH3:38])[CH2:23][CH2:24][CH2:25][C:26]1[C:27]2[CH2:37][CH2:36][CH2:35][CH2:34][CH2:33][C:28]=2[NH:29][C:30]=1[CH:31]=O.N1CCCCC1. Product: [CH3:38][N:22]([CH3:21])[CH2:23][CH2:24][CH2:25][C:26]1[C:27]2[CH2:37][CH2:36][CH2:35][CH2:34][CH2:33][C:28]=2[NH:29][C:30]=1/[CH:31]=[C:14]1\[C:15](=[O:20])[NH:16][C:17]2[C:13]\1=[CH:12][C:11]([S:8]([CH2:7][C:1]1[CH:2]=[CH:3][CH:4]=[CH:5][CH:6]=1)(=[O:10])=[O:9])=[CH:19][CH:18]=2. (4) Reactant: [F:1][C:2]([F:14])([F:13])[C:3]([C:5]1[CH:10]=[CH:9][C:8]([F:11])=[CH:7][C:6]=1F)=[O:4].[C:15]1([CH:21]([NH2:23])[CH3:22])[CH:20]=[CH:19][CH:18]=[CH:17][CH:16]=1.C(N(CC)C(C)C)(C)C. Product: [C:15]1([CH:21]([NH:23][C:6]2[CH:7]=[C:8]([F:11])[CH:9]=[CH:10][C:5]=2[C:3](=[O:4])[C:2]([F:14])([F:13])[F:1])[CH3:22])[CH:20]=[CH:19][CH:18]=[CH:17][CH:16]=1. The catalyst class is: 10.